This data is from Full USPTO retrosynthesis dataset with 1.9M reactions from patents (1976-2016). The task is: Predict the reactants needed to synthesize the given product. Given the product [CH3:26][C:20]1[CH:21]=[CH:22][C:23]([NH:25][C:32]([C:31]2[S:27][N:28]=[N:29][CH:30]=2)=[O:33])=[CH:24][C:19]=1[CH2:18][CH2:17][N:14]1[CH2:13][CH2:12][CH:11]([C:7]2[C:6]3[C:10](=[C:2]([Cl:1])[CH:3]=[CH:4][CH:5]=3)[NH:9][CH:8]=2)[CH2:16][CH2:15]1, predict the reactants needed to synthesize it. The reactants are: [Cl:1][C:2]1[CH:3]=[CH:4][CH:5]=[C:6]2[C:10]=1[NH:9][CH:8]=[C:7]2[CH:11]1[CH2:16][CH2:15][N:14]([CH2:17][CH2:18][C:19]2[CH:24]=[C:23]([NH2:25])[CH:22]=[CH:21][C:20]=2[CH3:26])[CH2:13][CH2:12]1.[S:27]1[C:31]([C:32](Cl)=[O:33])=[CH:30][N:29]=[N:28]1.